This data is from Forward reaction prediction with 1.9M reactions from USPTO patents (1976-2016). The task is: Predict the product of the given reaction. Given the reactants C[O:2][C:3]1[CH:4]=[CH:5][C:6]2[C:7]([CH3:24])([CH3:23])[C:8]3[C:13]([N:14]([C:17]4[CH:22]=[CH:21][CH:20]=[CH:19][N:18]=4)[C:15]=2[CH:16]=1)=[CH:12][CH:11]=[CH:10][CH:9]=3.Br.C(=O)([O-])[O-].[Na+].[Na+], predict the reaction product. The product is: [CH3:23][C:7]1([CH3:24])[C:6]2[CH:5]=[CH:4][C:3]([OH:2])=[CH:16][C:15]=2[N:14]([C:17]2[CH:22]=[CH:21][CH:20]=[CH:19][N:18]=2)[C:13]2[C:8]1=[CH:9][CH:10]=[CH:11][CH:12]=2.